From a dataset of Full USPTO retrosynthesis dataset with 1.9M reactions from patents (1976-2016). Predict the reactants needed to synthesize the given product. (1) Given the product [NH2:1][C:4]1[CH:5]=[C:6]([C:10]2[CH:23]=[C:13]3[NH:14][C:15](=[O:22])[C:16]4[C:21]([N:12]3[N:11]=2)=[CH:20][CH:19]=[CH:18][CH:17]=4)[CH:7]=[CH:8][CH:9]=1, predict the reactants needed to synthesize it. The reactants are: [N+:1]([C:4]1[CH:5]=[C:6]([C:10]2[CH:23]=[C:13]3[NH:14][C:15](=[O:22])[C:16]4[C:21]([N:12]3[N:11]=2)=[CH:20][CH:19]=[CH:18][CH:17]=4)[CH:7]=[CH:8][CH:9]=1)([O-])=O.[H][H]. (2) Given the product [CH3:10][C:11]1[NH:12][C:13]2[C:18]([CH:19]=1)=[CH:17][C:16]([NH:20][C:21]1[CH:26]=[CH:25][N:24]=[C:23]3[CH:27]=[C:28]([C:30]([N:1]4[CH2:4][CH:3]([N:5]5[CH2:9][CH2:8][CH2:7][CH2:6]5)[CH2:2]4)=[O:31])[S:29][C:22]=13)=[CH:15][CH:14]=2, predict the reactants needed to synthesize it. The reactants are: [NH:1]1[CH2:4][CH:3]([N:5]2[CH2:9][CH2:8][CH2:7][CH2:6]2)[CH2:2]1.[CH3:10][C:11]1[NH:12][C:13]2[C:18]([CH:19]=1)=[CH:17][C:16]([NH:20][C:21]1[CH:26]=[CH:25][N:24]=[C:23]3[CH:27]=[C:28]([C:30](O)=[O:31])[S:29][C:22]=13)=[CH:15][CH:14]=2.